From a dataset of Forward reaction prediction with 1.9M reactions from USPTO patents (1976-2016). Predict the product of the given reaction. (1) Given the reactants C1C=CC(NC2C(Cl)=CC=CC=2Cl)=C(CC([O-])=O)C=1.[K+].[CH3:21][CH2:22][C:23]([O:25][C@@:26]([C@@H:40]([CH2:42][N:43]([CH3:45])[CH3:44])[CH3:41])([C:34]1[CH:35]=[CH:36][CH:37]=[CH:38][CH:39]=1)[CH2:27][C:28]1[CH:29]=[CH:30][CH:31]=[CH:32][CH:33]=1)=[O:24].Cl, predict the reaction product. The product is: [CH3:21][CH2:22][C:23]([O:25][C@@:26]([C@@H:40]([CH2:42][N:43]([CH3:45])[CH3:44])[CH3:41])([C:34]1[CH:35]=[CH:36][CH:37]=[CH:38][CH:39]=1)[CH2:27][C:28]1[CH:29]=[CH:30][CH:31]=[CH:32][CH:33]=1)=[O:24]. (2) Given the reactants [CH3:1][N:2]([CH3:36])[CH2:3][CH2:4][N:5]1[C:9]2[CH:10]=[CH:11][C:12]([S:14]([CH2:17][CH:18]3[CH2:23][CH2:22][N:21]([C:24]([C:26]4[CH:27]=[N:28][NH:29][CH:30]=4)=[O:25])[CH2:20][CH2:19]3)(=[O:16])=[O:15])=[CH:13][C:8]=2[N:7]=[C:6]1[CH2:31][C:32]([CH3:35])([CH3:34])[CH3:33].[ClH:37].C(OCC)(=O)C.CO, predict the reaction product. The product is: [ClH:37].[CH3:1][N:2]([CH3:36])[CH2:3][CH2:4][N:5]1[C:9]2[CH:10]=[CH:11][C:12]([S:14]([CH2:17][CH:18]3[CH2:23][CH2:22][N:21]([C:24]([C:26]4[CH:30]=[N:29][NH:28][CH:27]=4)=[O:25])[CH2:20][CH2:19]3)(=[O:16])=[O:15])=[CH:13][C:8]=2[N:7]=[C:6]1[CH2:31][C:32]([CH3:34])([CH3:33])[CH3:35].